Dataset: Forward reaction prediction with 1.9M reactions from USPTO patents (1976-2016). Task: Predict the product of the given reaction. (1) Given the reactants [NH2:1][C@@H:2]([CH2:6][C:7]([CH3:9])=[CH2:8])[C:3]([OH:5])=[O:4].[CH3:10][C:11]([O:14][C:15](O[C:15]([O:14][C:11]([CH3:13])([CH3:12])[CH3:10])=[O:16])=[O:16])([CH3:13])[CH3:12].Cl, predict the reaction product. The product is: [C:11]([O:14][C:15]([NH:1][C@@H:2]([CH2:6][C:7]([CH3:9])=[CH2:8])[C:3]([OH:5])=[O:4])=[O:16])([CH3:13])([CH3:12])[CH3:10]. (2) Given the reactants Cl.[C:2]1([CH:8]2[O:12][N:11]=[C:10]([C:13]3[N:14]=[C:15]([N:18]4[CH2:23][CH2:22][NH:21][CH2:20][CH2:19]4)[S:16][CH:17]=3)[CH2:9]2)[CH:7]=[CH:6][CH:5]=[CH:4][CH:3]=1.[CH3:24][C:25]1[N:29]([CH2:30][C:31](O)=[O:32])[N:28]=[C:27]([C:34]([F:37])([F:36])[F:35])[CH:26]=1.Cl.CN(C)CCCN=C=NCC.C(N(CC)CC)C.O.ON1C2C=CC=CC=2N=N1, predict the reaction product. The product is: [C:2]1([CH:8]2[O:12][N:11]=[C:10]([C:13]3[N:14]=[C:15]([N:18]4[CH2:23][CH2:22][N:21]([C:31](=[O:32])[CH2:30][N:29]5[C:25]([CH3:24])=[CH:26][C:27]([C:34]([F:37])([F:36])[F:35])=[N:28]5)[CH2:20][CH2:19]4)[S:16][CH:17]=3)[CH2:9]2)[CH:3]=[CH:4][CH:5]=[CH:6][CH:7]=1. (3) Given the reactants N([Si](C)(C)C)=[N+:2]=[N-:3].[CH2:8]([Sn](=O)CCCC)CCC.[C:18]([C:20]1[C:24]2[CH:25]=[C:26]([O:34][CH:35]([CH3:37])[CH3:36])[C:27]([NH:29][S:30]([CH3:33])(=[O:32])=[O:31])=[CH:28][C:23]=2[O:22][C:21]=1[C:38]1[CH:43]=[CH:42][C:41]([F:44])=[CH:40][CH:39]=1)#[N:19], predict the reaction product. The product is: [F:44][C:41]1[CH:40]=[CH:39][C:38]([C:21]2[O:22][C:23]3[CH:28]=[C:27]([NH:29][S:30]([CH3:33])(=[O:32])=[O:31])[C:26]([O:34][CH:35]([CH3:37])[CH3:36])=[CH:25][C:24]=3[C:20]=2[C:18]2[NH:3][N:2]=[CH:8][N:19]=2)=[CH:43][CH:42]=1. (4) Given the reactants [F:1][C:2]1[CH:35]=[CH:34][C:5]([C:6](/[N:8]=[C:9]2\[NH:10][C:11]3[CH:26]=[CH:25][C:24]([CH2:27][N:28]4[CH2:33][CH2:32][O:31][CH2:30][CH2:29]4)=[CH:23][C:12]=3[N:13]\2[C@@H:14]2[CH2:19][CH2:18][C@H:17]([C:20](O)=[O:21])[CH2:16][CH2:15]2)=[O:7])=[CH:4][CH:3]=1.S(Cl)([Cl:38])=O, predict the reaction product. The product is: [F:1][C:2]1[CH:35]=[CH:34][C:5]([C:6](/[N:8]=[C:9]2\[NH:10][C:11]3[CH:26]=[CH:25][C:24]([CH2:27][N:28]4[CH2:33][CH2:32][O:31][CH2:30][CH2:29]4)=[CH:23][C:12]=3[N:13]\2[C@@H:14]2[CH2:19][CH2:18][C@H:17]([C:20]([Cl:38])=[O:21])[CH2:16][CH2:15]2)=[O:7])=[CH:4][CH:3]=1. (5) Given the reactants [O:1]=[S:2]1(=[O:12])[CH2:7][CH2:6][N:5]([CH2:8][CH2:9][CH2:10][OH:11])[CH2:4][CH2:3]1.N(C(N1CCCCC1)=O)=NC(N1CCCCC1)=O.[Cl:31][C:32]1[CH:51]=[CH:50][C:35]([O:36][C:37]2[C:46]3[C:41](=[CH:42][C:43](O)=[C:44]([O:47][CH3:48])[CH:45]=3)[N:40]=[CH:39][N:38]=2)=[C:34]([F:52])[CH:33]=1.C(P(CCCC)CCCC)CCC, predict the reaction product. The product is: [Cl:31][C:32]1[CH:51]=[CH:50][C:35]([O:36][C:37]2[C:46]3[C:41](=[CH:42][C:43]([O:11][CH2:10][CH2:9][CH2:8][N:5]4[CH2:6][CH2:7][S:2](=[O:1])(=[O:12])[CH2:3][CH2:4]4)=[C:44]([O:47][CH3:48])[CH:45]=3)[N:40]=[CH:39][N:38]=2)=[C:34]([F:52])[CH:33]=1.